Dataset: Full USPTO retrosynthesis dataset with 1.9M reactions from patents (1976-2016). Task: Predict the reactants needed to synthesize the given product. Given the product [CH:10]([C:7]1[CH:6]=[CH:5][C:4]([CH:2]([C:13]2[C:21]3[O:20][CH2:19][CH2:18][C:17]=3[C:16]([CH3:22])=[C:15]([NH:23][C:24](=[O:25])[CH2:33][C:32]([CH3:36])([CH3:35])[CH3:34])[C:14]=2[CH3:31])[CH3:3])=[CH:9][CH:8]=1)([CH3:12])[CH3:11], predict the reactants needed to synthesize it. The reactants are: O[C:2]([C:13]1[C:21]2[O:20][CH2:19][CH2:18][C:17]=2[C:16]([CH3:22])=[C:15]([NH:23][C:24](=O)[O:25]C(C)(C)C)[C:14]=1[CH3:31])([C:4]1[CH:9]=[CH:8][C:7]([CH:10]([CH3:12])[CH3:11])=[CH:6][CH:5]=1)[CH3:3].[C:32]([CH2:36]C(Cl)=O)([CH3:35])([CH3:34])[CH3:33].